From a dataset of Full USPTO retrosynthesis dataset with 1.9M reactions from patents (1976-2016). Predict the reactants needed to synthesize the given product. Given the product [CH2:11]([O:13][C:14](=[O:33])[CH2:15][C:16]1[CH:17]=[C:18]([C:2]2[CH:9]=[CH:8][C:7]([F:10])=[CH:6][C:3]=2[CH:4]=[O:5])[C:19]([O:22][CH3:23])=[CH:20][CH:21]=1)[CH3:12], predict the reactants needed to synthesize it. The reactants are: Br[C:2]1[CH:9]=[CH:8][C:7]([F:10])=[CH:6][C:3]=1[CH:4]=[O:5].[CH2:11]([O:13][C:14](=[O:33])[CH2:15][C:16]1[CH:21]=[CH:20][C:19]([O:22][CH3:23])=[C:18](B2OC(C)(C)C(C)(C)O2)[CH:17]=1)[CH3:12].